This data is from Reaction yield outcomes from USPTO patents with 853,638 reactions. The task is: Predict the reaction yield, written as a fraction of the theoretical maximum amount of product (1.0 means a 100% yield; for example, 0.34 means a 34% yield). The reactants are [O:1]=[C:2]1[N:7]2[CH2:8][CH2:9][C:10]3[C:15]([C:6]2=[CH:5][CH:4]=[C:3]1[C:16]([OH:18])=O)=[CH:14][CH:13]=[CH:12][CH:11]=3.Cl.C(N=C=NCCCN(C)C)C.ON1C2C=CC=CC=2N=N1.[CH2:41]([NH2:49])[CH2:42][C:43]1[CH:48]=[CH:47][CH:46]=[CH:45][CH:44]=1. The catalyst is CN(C=O)C. The product is [CH2:41]([NH:49][C:16]([C:3]1[C:2](=[O:1])[N:7]2[CH2:8][CH2:9][C:10]3[C:15]([C:6]2=[CH:5][CH:4]=1)=[CH:14][CH:13]=[CH:12][CH:11]=3)=[O:18])[CH2:42][C:43]1[CH:48]=[CH:47][CH:46]=[CH:45][CH:44]=1. The yield is 0.740.